From a dataset of NCI-60 drug combinations with 297,098 pairs across 59 cell lines. Regression. Given two drug SMILES strings and cell line genomic features, predict the synergy score measuring deviation from expected non-interaction effect. Drug 1: CC1=C2C(C(=O)C3(C(CC4C(C3C(C(C2(C)C)(CC1OC(=O)C(C(C5=CC=CC=C5)NC(=O)OC(C)(C)C)O)O)OC(=O)C6=CC=CC=C6)(CO4)OC(=O)C)OC)C)OC. Drug 2: CC1CCC2CC(C(=CC=CC=CC(CC(C(=O)C(C(C(=CC(C(=O)CC(OC(=O)C3CCCCN3C(=O)C(=O)C1(O2)O)C(C)CC4CCC(C(C4)OC)O)C)C)O)OC)C)C)C)OC. Cell line: MCF7. Synergy scores: CSS=70.4, Synergy_ZIP=12.9, Synergy_Bliss=12.8, Synergy_Loewe=21.8, Synergy_HSA=23.4.